Dataset: Full USPTO retrosynthesis dataset with 1.9M reactions from patents (1976-2016). Task: Predict the reactants needed to synthesize the given product. (1) Given the product [C:22]1([N:20]2[CH:21]=[C:17]([C:15]([NH:14][CH2:13][CH2:12][NH:11][C:9]([N:6]3[CH2:5][CH2:4][CH:3]([NH:2][S:45]([C:39]4[CH:44]=[CH:43][CH:42]=[CH:41][CH:40]=4)(=[O:47])=[O:46])[CH2:8][CH2:7]3)=[O:10])=[O:16])[C:18]([C:28]([F:31])([F:30])[F:29])=[N:19]2)[CH:27]=[CH:26][CH:25]=[CH:24][CH:23]=1, predict the reactants needed to synthesize it. The reactants are: Cl.[NH2:2][CH:3]1[CH2:8][CH2:7][N:6]([C:9]([NH:11][CH2:12][CH2:13][NH:14][C:15]([C:17]2[C:18]([C:28]([F:31])([F:30])[F:29])=[N:19][N:20]([C:22]3[CH:27]=[CH:26][CH:25]=[CH:24][CH:23]=3)[CH:21]=2)=[O:16])=[O:10])[CH2:5][CH2:4]1.C(N(CC)CC)C.[C:39]1([S:45](Cl)(=[O:47])=[O:46])[CH:44]=[CH:43][CH:42]=[CH:41][CH:40]=1. (2) The reactants are: C([Li])CCC.Cl.Br[C:8]1[CH:13]=[CH:12][N:11]=[CH:10][CH:9]=1.CCOCC.[O:19]=[C:20]1[CH2:24][CH2:23][N:22]([C:25]([O:27][C:28]([CH3:31])([CH3:30])[CH3:29])=[O:26])[CH2:21]1. Given the product [C:28]([O:27][C:25]([N:22]1[CH2:23][CH2:24][C:20]([OH:19])([C:8]2[CH:13]=[CH:12][N:11]=[CH:10][CH:9]=2)[CH2:21]1)=[O:26])([CH3:31])([CH3:29])[CH3:30], predict the reactants needed to synthesize it. (3) Given the product [CH2:1]([O:3][C:4]1[CH:5]=[C:6]([CH:7]=[O:8])[CH:9]=[C:10]([O:13][CH2:14][CH3:15])[C:11]=1[C:20]1[CH:21]=[CH:22][C:17]([F:16])=[CH:18][CH:19]=1)[CH3:2], predict the reactants needed to synthesize it. The reactants are: [CH2:1]([O:3][C:4]1[CH:5]=[C:6]([CH:9]=[C:10]([O:13][CH2:14][CH3:15])[C:11]=1I)[CH:7]=[O:8])[CH3:2].[F:16][C:17]1[CH:22]=[CH:21][C:20](B(O)O)=[CH:19][CH:18]=1.[O-]P([O-])([O-])=O.[K+].[K+].[K+].C1(P(C2CCCCC2)C2CCCCC2)CCCCC1.O=O. (4) Given the product [NH2:1][CH2:4][C:5]1[C:13]2[N:12]=[C:11]([CH2:14][N:15]3[C:19]4[CH:20]=[CH:21][CH:22]=[CH:23][C:18]=4[N:17]([CH:24]([CH3:25])[CH3:26])[C:16]3=[O:27])[N:10]([CH2:28][CH2:29][CH:30]([CH3:32])[CH3:31])[C:9]=2[CH:8]=[CH:7][CH:6]=1, predict the reactants needed to synthesize it. The reactants are: [N:1]([CH2:4][C:5]1[C:13]2[N:12]=[C:11]([CH2:14][N:15]3[C:19]4[CH:20]=[CH:21][CH:22]=[CH:23][C:18]=4[N:17]([CH:24]([CH3:26])[CH3:25])[C:16]3=[O:27])[N:10]([CH2:28][CH2:29][CH:30]([CH3:32])[CH3:31])[C:9]=2[CH:8]=[CH:7][CH:6]=1)=[N+]=[N-]. (5) Given the product [CH2:1]([O:8][C:9]1[CH:14]=[C:13]([N:15]([CH2:21][CH2:22][CH2:23][CH3:24])[CH2:16][CH2:17][CH2:18][CH2:19][OH:20])[CH:12]=[CH:11][C:10]=1[CH:25]=[CH:26][C:27]1[S:31][C:30]([CH:32]=[CH:41][C:40]2[C:39]([C:46]3[CH:51]=[CH:50][CH:49]=[CH:48][CH:47]=3)([C:42]([F:45])([F:43])[F:44])[O:38][C:37](=[C:52]([C:55]#[N:56])[C:53]#[N:54])[C:36]=2[C:34]#[N:35])=[CH:29][CH:28]=1)[C:2]1[CH:3]=[CH:4][CH:5]=[CH:6][CH:7]=1, predict the reactants needed to synthesize it. The reactants are: [CH2:1]([O:8][C:9]1[CH:14]=[C:13]([N:15]([CH2:21][CH2:22][CH2:23][CH3:24])[CH2:16][CH2:17][CH2:18][CH2:19][OH:20])[CH:12]=[CH:11][C:10]=1[CH:25]=[CH:26][C:27]1[S:31][C:30]([CH:32]=O)=[CH:29][CH:28]=1)[C:2]1[CH:7]=[CH:6][CH:5]=[CH:4][CH:3]=1.[C:34]([C:36]1[C:37](=[C:52]([C:55]#[N:56])[C:53]#[N:54])[O:38][C:39]([C:46]2[CH:51]=[CH:50][CH:49]=[CH:48][CH:47]=2)([C:42]([F:45])([F:44])[F:43])[C:40]=1[CH3:41])#[N:35]. (6) Given the product [NH2:1][C:2]1[CH:10]=[CH:9][C:8]([OH:11])=[CH:7][C:3]=1[C:4]([O:6][CH3:17])=[O:5], predict the reactants needed to synthesize it. The reactants are: [NH2:1][C:2]1[CH:10]=[CH:9][C:8]([OH:11])=[CH:7][C:3]=1[C:4]([OH:6])=[O:5].S(=O)(=O)(O)O.[C:17](=O)(O)[O-].[Na+]. (7) Given the product [P:13]([N:5]([P:13]([C:12]1[CH:11]=[CH:25][CH:20]=[CH:21][CH:22]=1)[C:14]1[CH:19]=[CH:18][CH:17]=[CH:16][CH:15]=1)[CH2:1][CH2:2][CH2:3][CH3:4])([C:20]1[CH:25]=[CH:24][CH:23]=[CH:22][CH:21]=1)[C:14]1[CH:19]=[CH:18][CH:17]=[CH:16][CH:15]=1, predict the reactants needed to synthesize it. The reactants are: [CH2:1]([NH2:5])[CH2:2][CH2:3][CH3:4].CCN([CH2:11][CH3:12])CC.[P:13](Cl)([C:20]1[CH:25]=[CH:24][CH:23]=[CH:22][CH:21]=1)[C:14]1[CH:19]=[CH:18][CH:17]=[CH:16][CH:15]=1. (8) The reactants are: [CH3:1][P:2](=[O:7])([O:5][CH3:6])[O:3][CH3:4].[Li]CCCC.[Cl:13][C:14]1[CH:15]=[C:16]([CH:24]=[CH:25][CH:26]=1)[O:17][CH2:18][C:19](OCC)=[O:20]. Given the product [Cl:13][C:14]1[CH:15]=[C:16]([CH:24]=[CH:25][CH:26]=1)[O:17][CH2:18][C:19](=[O:20])[CH2:1][P:2](=[O:7])([O:5][CH3:6])[O:3][CH3:4], predict the reactants needed to synthesize it. (9) Given the product [N:27]1([C:30]2[CH:36]=[CH:35][C:34]([N:37]3[CH2:38][CH2:39][O:40][CH2:41][CH2:42]3)=[CH:33][C:31]=2[NH:32][C:2]2[C:11]3[C:6](=[CH:7][C:8]([C:12]([F:15])([F:14])[F:13])=[CH:9][CH:10]=3)[N:5]=[C:4]([C:16]3[CH:21]=[CH:20][CH:19]=[CH:18][C:17]=3[F:22])[C:3]=2[CH3:23])[CH2:28][CH2:29][O:24][CH2:25][CH2:26]1, predict the reactants needed to synthesize it. The reactants are: Cl[C:2]1[C:11]2[C:6](=[CH:7][C:8]([C:12]([F:15])([F:14])[F:13])=[CH:9][CH:10]=2)[N:5]=[C:4]([C:16]2[CH:21]=[CH:20][CH:19]=[CH:18][C:17]=2[F:22])[C:3]=1[CH3:23].[O:24]1[CH2:29][CH2:28][N:27]([C:30]2[CH:36]=[CH:35][C:34]([N:37]3[CH2:42][CH2:41][O:40][CH2:39][CH2:38]3)=[CH:33][C:31]=2[NH2:32])[CH2:26][CH2:25]1.Cl.O1CCOCC1.